This data is from Full USPTO retrosynthesis dataset with 1.9M reactions from patents (1976-2016). The task is: Predict the reactants needed to synthesize the given product. (1) Given the product [O:1]1[C@@H:5]2[CH2:6][CH2:7][CH2:8][C@H:9]([OH:12])[C@@H:4]2[CH2:3][CH2:2]1, predict the reactants needed to synthesize it. The reactants are: [O:1]1[C:5]2=[CH:6][CH2:7][CH2:8][CH2:9][CH:4]2[CH2:3][CH:2]1O.[N+](C1C=C([N+]([O-])=O)C=CC=1C([O-])=O)([O-])=[O:12]. (2) Given the product [OH:24][C:22]([CH3:25])([CH3:23])[C@@H:21]([N:20]1[C:2]2[C:3](=[C:4]([C:10]([F:13])([F:12])[F:11])[C:5]([C:6]#[N:7])=[CH:8][CH:9]=2)[CH:14]=[CH:15]1)[CH3:26], predict the reactants needed to synthesize it. The reactants are: F[C:2]1[CH:9]=[CH:8][C:5]([C:6]#[N:7])=[C:4]([C:10]([F:13])([F:12])[F:11])[C:3]=1[C:14]#[C:15][Si](C)(C)C.[NH2:20][C@@H:21]([CH3:26])[C:22]([CH3:25])([OH:24])[CH3:23].CCN(C(C)C)C(C)C.NC1C=CC=CC=1.N1C2C(=CC=CC=2)C=C1.CC([O-])(C)C.[K+].